This data is from Catalyst prediction with 721,799 reactions and 888 catalyst types from USPTO. The task is: Predict which catalyst facilitates the given reaction. (1) Product: [I:13][C:12]1[CH:11]=[C:8]2[C:9]([NH2:10])=[N:3][NH:2][C:7]2=[N:6][C:5]=1[NH2:4]. Reactant: O.[NH2:2][NH2:3].[NH2:4][C:5]1[C:12]([I:13])=[CH:11][C:8]([C:9]#[N:10])=[C:7](S(C)=O)[N:6]=1.O. The catalyst class is: 41. (2) Reactant: [Cl:1][C:2]1[CH:7]=[CH:6][CH:5]=[C:4]([Cl:8])[C:3]=1[S:9][CH2:10][C:11]1[C:15]([CH2:16][OH:17])=[C:14]([CH:18]([CH3:20])[CH3:19])[O:13][N:12]=1.O[C:22]1[CH:27]=[CH:26][C:25]([C:28]2[CH:29]=[C:30]3[C:35](=[CH:36][CH:37]=2)[N:34]=[C:33]([C:38]([O:40][CH2:41][CH3:42])=[O:39])[CH:32]=[CH:31]3)=[CH:24][CH:23]=1.C1(P(C2C=CC=CC=2)C2C=CC=CC=2)C=CC=CC=1. Product: [Cl:8][C:4]1[CH:5]=[CH:6][CH:7]=[C:2]([Cl:1])[C:3]=1[S:9][CH2:10][C:11]1[C:15]([CH2:16][O:17][C:22]2[CH:23]=[CH:24][C:25]([C:28]3[CH:29]=[C:30]4[C:35](=[CH:36][CH:37]=3)[N:34]=[C:33]([C:38]([O:40][CH2:41][CH3:42])=[O:39])[CH:32]=[CH:31]4)=[CH:26][CH:27]=2)=[C:14]([CH:18]([CH3:20])[CH3:19])[O:13][N:12]=1. The catalyst class is: 4. (3) Reactant: [F:1][C:2]1[CH:7]=[CH:6][CH:5]=[C:4]([CH:8]=[CH2:9])[CH:3]=1.[Br:10][C:11]1[CH:12]=[C:13](B(O)O)[C:14]([F:17])=[N:15][CH:16]=1.C(=O)([O-])[O-].[Na+].[Na+].O=O. The catalyst class is: 613. Product: [Br:10][C:11]1[CH:12]=[C:13](/[CH:9]=[CH:8]/[C:4]2[CH:5]=[CH:6][CH:7]=[C:2]([F:1])[CH:3]=2)[C:14]([F:17])=[N:15][CH:16]=1.